The task is: Regression. Given a peptide amino acid sequence and an MHC pseudo amino acid sequence, predict their binding affinity value. This is MHC class II binding data.. This data is from Peptide-MHC class II binding affinity with 134,281 pairs from IEDB. (1) The peptide sequence is VKITDKNYEHIAAYH. The MHC is DRB1_0901 with pseudo-sequence DRB1_0901. The binding affinity (normalized) is 0.475. (2) The peptide sequence is CIANGVSTKIVTRIS. The binding affinity (normalized) is 0.264. The MHC is DRB1_0401 with pseudo-sequence DRB1_0401. (3) The peptide sequence is INEPTAAAIAYGLDN. The MHC is HLA-DQA10102-DQB10602 with pseudo-sequence HLA-DQA10102-DQB10602. The binding affinity (normalized) is 0.721. (4) The binding affinity (normalized) is 0.115. The peptide sequence is RNVRFSDEGGFTCFF. The MHC is HLA-DPA10201-DPB10501 with pseudo-sequence HLA-DPA10201-DPB10501.